Dataset: Full USPTO retrosynthesis dataset with 1.9M reactions from patents (1976-2016). Task: Predict the reactants needed to synthesize the given product. The reactants are: [CH3:1][C:2]1[C:3]2[N:4]([N:9]=[C:10]([CH2:12]O)[CH:11]=2)[C:5]([CH3:8])=[CH:6][N:7]=1.S(Cl)([Cl:16])=O. Given the product [ClH:16].[Cl:16][CH2:12][C:10]1[CH:11]=[C:3]2[C:2]([CH3:1])=[N:7][CH:6]=[C:5]([CH3:8])[N:4]2[N:9]=1, predict the reactants needed to synthesize it.